This data is from Full USPTO retrosynthesis dataset with 1.9M reactions from patents (1976-2016). The task is: Predict the reactants needed to synthesize the given product. (1) Given the product [CH3:1][C:2]1([CH3:20])[O:19][C:6]2=[C:7]([CH3:18])[N:8]=[CH:9][C:10]([CH:11]=[CH:12][C:13]([OH:15])=[O:14])=[C:5]2[CH2:4][O:3]1, predict the reactants needed to synthesize it. The reactants are: [CH3:1][C:2]1([CH3:20])[O:19][C:6]2=[C:7]([CH3:18])[N:8]=[CH:9][C:10]([CH:11]=[CH:12][C:13]([O:15]CC)=[O:14])=[C:5]2[CH2:4][O:3]1.[OH-].[K+]. (2) Given the product [Cl:8][Si:4]1([O:15][CH2:14][C:13]([O:17][CH2:18][C:19]2[CH:24]=[CH:23][CH:22]=[CH:21][CH:20]=2)=[O:16])[CH2:3][CH2:2][CH2:1][CH2:6][CH2:5]1, predict the reactants needed to synthesize it. The reactants are: [CH2:1]1[CH2:6][CH2:5][Si:4]([Cl:8])(Cl)[CH2:3][CH2:2]1.NC(N)=O.[C:13]([O:17][CH2:18][C:19]1[CH:24]=[CH:23][CH:22]=[CH:21][CH:20]=1)(=[O:16])[CH2:14][OH:15].